This data is from Forward reaction prediction with 1.9M reactions from USPTO patents (1976-2016). The task is: Predict the product of the given reaction. (1) Given the reactants FC(F)(F)C(O)=O.[C:8]1([CH3:21])[CH:13]=[CH:12][C:11]([NH:14][CH:15]2[CH2:20][CH2:19][NH:18][CH2:17][CH2:16]2)=[CH:10][CH:9]=1.[CH2:22]1[C:27]2([CH2:30][CH2:29][CH2:28]2)[CH2:26][CH2:25][O:24][CH:23]1O.C(O[BH-](OC(=O)C)OC(=O)C)(=O)C.[Na+].[OH-].[Na+], predict the reaction product. The product is: [C:8]1([CH3:21])[CH:9]=[CH:10][C:11]([NH:14][CH:15]2[CH2:20][CH2:19][N:18]([CH2:25][CH2:26][C:27]3([CH2:22][CH2:23][OH:24])[CH2:30][CH2:29][CH2:28]3)[CH2:17][CH2:16]2)=[CH:12][CH:13]=1. (2) Given the reactants Br[C:2]1[C:3]([O:10][CH3:11])=[N:4][C:5]([O:8][CH3:9])=[N:6][CH:7]=1.[F:12][C:13]1[C:18](B(O)O)=[CH:17][CH:16]=[CH:15][N:14]=1.C(=O)([O-])[O-].[K+].[K+].B(O)O, predict the reaction product. The product is: [F:12][C:13]1[C:18]([C:2]2[C:3]([O:10][CH3:11])=[N:4][C:5]([O:8][CH3:9])=[N:6][CH:7]=2)=[CH:17][CH:16]=[CH:15][N:14]=1. (3) The product is: [CH:29]1([N:18]([C:19]2[CH:20]=[CH:21][C:22]([S:25]([CH3:28])(=[O:26])=[O:27])=[CH:23][CH:24]=2)[C:16](=[O:17])[N:15]([CH3:36])[C:13]2[S:14][C:10]([S:7]([NH:6][CH2:5][C:4]([OH:3])=[O:35])(=[O:8])=[O:9])=[CH:11][N:12]=2)[CH2:30][CH2:34][CH2:33][CH2:32]1. Given the reactants C([O:3][C:4](=[O:35])[CH2:5][NH:6][S:7]([C:10]1[S:14][C:13]([NH:15][C:16]([N:18]([CH2:29][CH:30]2[CH2:34][CH2:33][CH2:32]C2)[C:19]2[CH:24]=[CH:23][C:22]([S:25]([CH3:28])(=[O:27])=[O:26])=[CH:21][CH:20]=2)=[O:17])=[N:12][CH:11]=1)(=[O:9])=[O:8])C.[CH:36]1(N(C2C=CC(S(C)(=O)=O)=CC=2)C(=O)N(C)C2SC=C(CC(O)=O)N=2)CCCC1.C1(CNC2C=CC(S(C)(=O)=O)=CC=2)CCCC1.C(OC(=O)CNS(C1SC(N)=NC=1)(=O)=O)C.COC([C@@H]1CCCN1S(C1SC(N)=NC=1)(=O)=O)=O, predict the reaction product. (4) Given the reactants [CH2:1]([N:4]1[C:8]([CH:9]([C:13]2[CH:18]=[CH:17][C:16]([Cl:19])=[CH:15][C:14]=2[Cl:20])[CH2:10]C=C)=[N:7][C:6]([NH:21][C:22]2[CH:27]=[CH:26][C:25]([N:28]3[CH:32]=[C:31]([Cl:33])[N:30]=[CH:29]3)=[C:24]([O:34][CH3:35])[CH:23]=2)=[N:5]1)[CH:2]=[CH2:3], predict the reaction product. The product is: [Cl:33][C:31]1[N:30]=[CH:29][N:28]([C:25]2[CH:26]=[CH:27][C:22]([NH:21][C:6]3[N:7]=[C:8]4[CH:9]([C:13]5[CH:18]=[CH:17][C:16]([Cl:19])=[CH:15][C:14]=5[Cl:20])[CH2:10][CH:3]=[CH:2][CH2:1][N:4]4[N:5]=3)=[CH:23][C:24]=2[O:34][CH3:35])[CH:32]=1. (5) Given the reactants [CH3:1][N:2]1[CH:6]=[C:5]([CH2:7][N:8]2[CH2:12][CH:11]3[CH2:13][N:14]([C:16]([O:18][C:19]([CH3:22])([CH3:21])[CH3:20])=[O:17])[CH2:15][CH:10]3[CH2:9]2)[C:4]([CH:23]2[CH2:28][CH2:27][NH:26][CH2:25][CH2:24]2)=[N:3]1.C(N(CC)CC)C.[C:36](OC(=O)C)(=[O:38])[CH3:37], predict the reaction product. The product is: [C:36]([N:26]1[CH2:27][CH2:28][CH:23]([C:4]2[C:5]([CH2:7][N:8]3[CH2:9][CH:10]4[CH2:15][N:14]([C:16]([O:18][C:19]([CH3:22])([CH3:20])[CH3:21])=[O:17])[CH2:13][CH:11]4[CH2:12]3)=[CH:6][N:2]([CH3:1])[N:3]=2)[CH2:24][CH2:25]1)(=[O:38])[CH3:37]. (6) Given the reactants [Cl:1][C:2]1[CH:3]=[C:4](/[CH:25]=[CH:26]/[C:27]([O:29]CC)=[O:28])[CH:5]=[N:6][C:7]=1[NH:8][CH:9]1[CH2:14][CH2:13][N:12]([C:15]([NH:17][C:18]2[CH:23]=[CH:22][C:21]([Cl:24])=[CH:20][CH:19]=2)=[O:16])[CH2:11][CH2:10]1.[OH-].[Na+].Cl, predict the reaction product. The product is: [Cl:1][C:2]1[CH:3]=[C:4]([CH:25]=[CH:26][C:27]([OH:29])=[O:28])[CH:5]=[N:6][C:7]=1[NH:8][CH:9]1[CH2:10][CH2:11][N:12]([C:15](=[O:16])[NH:17][C:18]2[CH:23]=[CH:22][C:21]([Cl:24])=[CH:20][CH:19]=2)[CH2:13][CH2:14]1.